This data is from Peptide-MHC class II binding affinity with 134,281 pairs from IEDB. The task is: Regression. Given a peptide amino acid sequence and an MHC pseudo amino acid sequence, predict their binding affinity value. This is MHC class II binding data. (1) The peptide sequence is NKVKSLRILNTRRKL. The MHC is DRB1_0701 with pseudo-sequence DRB1_0701. The binding affinity (normalized) is 0.837. (2) The peptide sequence is VRPIDDRFGLALSHL. The MHC is DRB3_0301 with pseudo-sequence DRB3_0301. The binding affinity (normalized) is 0.588. (3) The binding affinity (normalized) is 0.281. The MHC is DRB1_1101 with pseudo-sequence DRB1_1101. The peptide sequence is RTGQIFKQTYSKFDT. (4) The peptide sequence is SNGEIEDVQTDIPSE. The MHC is DRB1_1301 with pseudo-sequence DRB1_1301. The binding affinity (normalized) is 0.336.